This data is from Reaction yield outcomes from USPTO patents with 853,638 reactions. The task is: Predict the reaction yield, written as a fraction of the theoretical maximum amount of product (1.0 means a 100% yield; for example, 0.34 means a 34% yield). The reactants are [Br:1][C:2]([CH3:16])([CH3:15])[C:3]([O:5][C:6]1[CH:7]=[C:8]([CH:12]=[CH:13][CH:14]=1)[C:9](O)=[O:10])=[O:4].S(Cl)([Cl:19])=O. The catalyst is CN(C=O)C.C(Cl)Cl. The product is [Br:1][C:2]([CH3:16])([CH3:15])[C:3]([O:5][C:6]1[CH:7]=[C:8]([CH:12]=[CH:13][CH:14]=1)[C:9]([Cl:19])=[O:10])=[O:4]. The yield is 1.00.